This data is from Reaction yield outcomes from USPTO patents with 853,638 reactions. The task is: Predict the reaction yield, written as a fraction of the theoretical maximum amount of product (1.0 means a 100% yield; for example, 0.34 means a 34% yield). The reactants are [CH2:1]([P:5]([CH2:10][CH2:11][CH2:12][CH3:13])[CH2:6][CH2:7][CH2:8][CH3:9])[CH2:2][CH2:3][CH3:4].Cl.[C:15]1([B-:21]([C:34]2[CH:39]=[CH:38][CH:37]=[CH:36][CH:35]=2)([C:28]2[CH:33]=[CH:32][CH:31]=[CH:30][CH:29]=2)[C:22]2[CH:27]=[CH:26][CH:25]=[CH:24][CH:23]=2)[CH:20]=[CH:19][CH:18]=[CH:17][CH:16]=1.[Na+]. No catalyst specified. The product is [C:34]1([B-:21]([C:15]2[CH:16]=[CH:17][CH:18]=[CH:19][CH:20]=2)([C:22]2[CH:23]=[CH:24][CH:25]=[CH:26][CH:27]=2)[C:28]2[CH:33]=[CH:32][CH:31]=[CH:30][CH:29]=2)[CH:35]=[CH:36][CH:37]=[CH:38][CH:39]=1.[CH2:10]([PH+:5]([CH2:1][CH2:2][CH2:3][CH3:4])[CH2:6][CH2:7][CH2:8][CH3:9])[CH2:11][CH2:12][CH3:13]. The yield is 0.530.